From a dataset of TCR-epitope binding with 47,182 pairs between 192 epitopes and 23,139 TCRs. Binary Classification. Given a T-cell receptor sequence (or CDR3 region) and an epitope sequence, predict whether binding occurs between them. (1) The epitope is AVFDRKSDAK. The TCR CDR3 sequence is CASSPGQGHTDTQYF. Result: 1 (the TCR binds to the epitope). (2) The epitope is YIFFASFYY. The TCR CDR3 sequence is CASSLRTAYYNEQFF. Result: 0 (the TCR does not bind to the epitope).